Dataset: Forward reaction prediction with 1.9M reactions from USPTO patents (1976-2016). Task: Predict the product of the given reaction. (1) Given the reactants [C:1]([O:5][C:6](=[O:37])[CH2:7][CH2:8][CH2:9][CH2:10][CH2:11][C@H:12]([NH:26]C(OCC1C=CC=CC=1)=O)[C:13](=[O:25])[NH:14][C:15]1[CH:16]=[C:17]2[C:22](=[CH:23][CH:24]=1)[N:21]=[CH:20][CH:19]=[CH:18]2)([CH3:4])([CH3:3])[CH3:2], predict the reaction product. The product is: [C:1]([O:5][C:6](=[O:37])[CH2:7][CH2:8][CH2:9][CH2:10][CH2:11][C@H:12]([NH2:26])[C:13](=[O:25])[NH:14][C:15]1[CH:16]=[C:17]2[C:22](=[CH:23][CH:24]=1)[N:21]=[CH:20][CH:19]=[CH:18]2)([CH3:4])([CH3:2])[CH3:3]. (2) The product is: [Cl:1][C:2]1[CH:7]=[CH:6][C:5]([C:8]2[N:12]([CH2:13][C@H:14]([OH:19])[C:15]([F:16])([F:17])[F:18])[C:11](=[O:20])[N:10]([CH2:21][C:22]([NH:24][CH:25]([C:35]3[CH:40]=[CH:39][CH:38]=[C:37]([C:41]([F:44])([F:42])[F:43])[CH:36]=3)[C:26]([NH:28][CH2:29][CH2:30][C:31]([OH:33])=[O:32])=[O:27])=[O:23])[N:9]=2)=[CH:4][CH:3]=1. Given the reactants [Cl:1][C:2]1[CH:7]=[CH:6][C:5]([C:8]2[N:12]([CH2:13][C@H:14]([OH:19])[C:15]([F:18])([F:17])[F:16])[C:11](=[O:20])[N:10]([CH2:21][C:22]([NH:24][CH:25]([C:35]3[CH:40]=[CH:39][CH:38]=[C:37]([C:41]([F:44])([F:43])[F:42])[CH:36]=3)[C:26]([NH:28][CH2:29][CH2:30][C:31]([O:33]C)=[O:32])=[O:27])=[O:23])[N:9]=2)=[CH:4][CH:3]=1.[OH-].[Li+].Cl, predict the reaction product. (3) Given the reactants [Cl:1][C:2]1[CH:3]=[C:4]([C:9]2[S:13][C:12]([C:14]([OH:16])=O)=[CH:11][C:10]=2[C:17]2[CH:22]=[CH:21][CH:20]=[C:19]([C:23]#[N:24])[CH:18]=2)[CH:5]=[C:6]([F:8])[CH:7]=1.C1CN([P+](ON2N=[N:49][C:44]3C=CC=CC2=3)(N2CCCC2)N2CCCC2)CC1.F[P-](F)(F)(F)(F)F.C([N:61](CC)C(C)C)(C)C.[O:67]1CC[CH2:69][CH2:68]1, predict the reaction product. The product is: [Cl:1][C:2]1[CH:3]=[C:4]([C:9]2[S:13][C:12]([C:14]([N:61]3[CH2:69][C:68](=[O:67])[NH:49][CH2:44]3)=[O:16])=[CH:11][C:10]=2[C:17]2[CH:18]=[C:19]([C:23]#[N:24])[CH:20]=[CH:21][CH:22]=2)[CH:5]=[C:6]([F:8])[CH:7]=1. (4) Given the reactants [Cl:1][C:2]1[CH:3]=[CH:4][C:5]([OH:10])=[C:6]([CH:9]=1)[CH:7]=[O:8].[CH3:11][O:12][C:13](=[O:18])[CH:14](Br)[CH2:15][CH3:16].C([O-])([O-])=O.[K+].[K+], predict the reaction product. The product is: [CH3:11][O:12][C:13](=[O:18])[CH:14]([O:10][C:5]1[CH:4]=[CH:3][C:2]([Cl:1])=[CH:9][C:6]=1[CH:7]=[O:8])[CH2:15][CH3:16]. (5) Given the reactants [CH3:1][O:2][C:3]1[CH:4]=[C:5]2[C:9](=[CH:10][C:11]=1[O:12][CH3:13])[N:8]([CH2:14][CH2:15][CH2:16][OH:17])[CH:7]=[C:6]2[C:18]1[N:26](S(C2C=CC(C)=CC=2)(=O)=O)[C:21]2=[N:22][CH:23]=[CH:24][CH:25]=[C:20]2[CH:19]=1.[OH-].[K+], predict the reaction product. The product is: [CH3:1][O:2][C:3]1[CH:4]=[C:5]2[C:9](=[CH:10][C:11]=1[O:12][CH3:13])[N:8]([CH2:14][CH2:15][CH2:16][OH:17])[CH:7]=[C:6]2[C:18]1[NH:26][C:21]2=[N:22][CH:23]=[CH:24][CH:25]=[C:20]2[CH:19]=1.